From a dataset of Peptide-MHC class I binding affinity with 185,985 pairs from IEDB/IMGT. Regression. Given a peptide amino acid sequence and an MHC pseudo amino acid sequence, predict their binding affinity value. This is MHC class I binding data. (1) The peptide sequence is IRFPKTFGY. The MHC is HLA-C06:02 with pseudo-sequence HLA-C06:02. The binding affinity (normalized) is 0.456. (2) The peptide sequence is AYISSEKTTPV. The MHC is Patr-A0901 with pseudo-sequence Patr-A0901. The binding affinity (normalized) is 0.856. (3) The peptide sequence is ISNYICVAW. The MHC is HLA-B08:01 with pseudo-sequence HLA-B08:01. The binding affinity (normalized) is 0.0847.